From a dataset of Full USPTO retrosynthesis dataset with 1.9M reactions from patents (1976-2016). Predict the reactants needed to synthesize the given product. Given the product [CH3:17][O:16][C:12](=[O:15])[CH2:13][CH2:14][S:1][CH2:2][C:3]1[CH:4]=[C:5]([CH:9]=[CH:10][CH:11]=1)[C:6]([OH:8])=[O:7], predict the reactants needed to synthesize it. The reactants are: [SH:1][CH2:2][C:3]1[CH:4]=[C:5]([CH:9]=[CH:10][CH:11]=1)[C:6]([OH:8])=[O:7].[C:12]([O:16][CH3:17])(=[O:15])[CH:13]=[CH2:14].N12CCCN=C1CCCCC2.